From a dataset of Forward reaction prediction with 1.9M reactions from USPTO patents (1976-2016). Predict the product of the given reaction. Given the reactants [Br:1][C:2]1[CH:38]=[C:37]([F:39])[CH:36]=[CH:35][C:3]=1[O:4][C:5]1[C:6]([NH:20][C:21]2[S:22][CH:23]=[C:24]([CH:26]3[CH2:31][CH2:30][N:29](C([O-])=O)[CH2:28][CH2:27]3)[N:25]=2)=[N:7][CH:8]=[C:9]([S:11][C:12]2[CH:17]=[CH:16][CH:15]=[C:14]([O:18][CH3:19])[CH:13]=2)[CH:10]=1.C(O)(C(F)(F)F)=O.O.C([O-])([O-])=O.[Na+].[Na+], predict the reaction product. The product is: [Br:1][C:2]1[CH:38]=[C:37]([F:39])[CH:36]=[CH:35][C:3]=1[O:4][C:5]1[C:6]([NH:20][C:21]2[S:22][CH:23]=[C:24]([CH:26]3[CH2:31][CH2:30][NH:29][CH2:28][CH2:27]3)[N:25]=2)=[N:7][CH:8]=[C:9]([S:11][C:12]2[CH:17]=[CH:16][CH:15]=[C:14]([O:18][CH3:19])[CH:13]=2)[CH:10]=1.